From a dataset of Reaction yield outcomes from USPTO patents with 853,638 reactions. Predict the reaction yield, written as a fraction of the theoretical maximum amount of product (1.0 means a 100% yield; for example, 0.34 means a 34% yield). (1) The reactants are C([O-])=O.[NH4+].[CH2:5]([O:12][C:13]1[CH:18]=[CH:17][C:16]([N+:19]([O-])=O)=[CH:15][C:14]=1[F:22])[C:6]1[CH:11]=[CH:10][CH:9]=[CH:8][CH:7]=1.C1(C)C=CC=CC=1. The catalyst is [Fe].O. The product is [CH2:5]([O:12][C:13]1[CH:18]=[CH:17][C:16]([NH2:19])=[CH:15][C:14]=1[F:22])[C:6]1[CH:7]=[CH:8][CH:9]=[CH:10][CH:11]=1. The yield is 1.00. (2) The reactants are [F:1][C:2]1[CH:3]=[C:4]([NH:12][C:13]2[N:17]=[C:16]([N:18](CC3C=CC(OC)=CC=3)CC3C=CC(OC)=CC=3)[N:15](CC3C=CC(OC)=CC=3)[N:14]=2)[CH:5]=[C:6]([C:8]([F:11])([F:10])[F:9])[CH:7]=1.C(O)(C(F)(F)F)=O. No catalyst specified. The product is [F:1][C:2]1[CH:3]=[C:4]([NH:12][C:13]2[N:17]=[C:16]([NH2:18])[NH:15][N:14]=2)[CH:5]=[C:6]([C:8]([F:9])([F:10])[F:11])[CH:7]=1. The yield is 0.190. (3) The reactants are [C:1]([C:3]1[CH:8]=[CH:7][CH:6]=[CH:5][C:4]=1B1OC(C)(C)C(C)(C)O1)#[N:2].BrC1C=C(C)C=C(C)[C:20]=1[NH2:21].C(=O)([O-])[O-].[K+].[K+].[C:34]1([CH3:40])[CH:39]=[CH:38][CH:37]=[CH:36][CH:35]=1.CO. The catalyst is C1C=CC([P]([Pd]([P](C2C=CC=CC=2)(C2C=CC=CC=2)C2C=CC=CC=2)([P](C2C=CC=CC=2)(C2C=CC=CC=2)C2C=CC=CC=2)[P](C2C=CC=CC=2)(C2C=CC=CC=2)C2C=CC=CC=2)(C2C=CC=CC=2)C2C=CC=CC=2)=CC=1. The product is [CH3:40][C:34]1[CH:39]=[CH:38][C:37]2[C:4]3[C:3]([CH:1]([NH2:2])[N:21]([CH3:20])[C:36]=2[CH:35]=1)=[CH:8][CH:7]=[CH:6][CH:5]=3. The yield is 0.820. (4) The reactants are O=C1CCC(=O)N1[O:8][C:9](=O)[CH2:10][CH2:11][CH:12]([NH:20][C:21](=[O:47])[CH2:22][CH2:23][CH2:24][CH2:25][CH2:26][CH2:27][CH2:28][CH2:29][CH2:30][CH2:31][CH2:32][CH2:33][CH2:34][CH2:35][CH2:36][CH2:37][CH2:38][CH2:39][C:40]([O:42][C:43]([CH3:46])([CH3:45])[CH3:44])=[O:41])[C:13]([O:15][C:16]([CH3:19])([CH3:18])[CH3:17])=[O:14].[NH2:49][CH2:50][CH2:51][O:52][CH2:53][CH2:54][O:55][CH2:56][C:57]([NH:59][CH2:60][CH2:61][O:62][CH2:63][CH2:64][O:65][CH2:66][C:67]([OH:69])=[O:68])=[O:58].NCCOCCOCC(O)=O.CCN(C(C)C)C(C)C. The catalyst is C(O)C. The product is [C:43]([O:42][C:40](=[O:41])[CH2:39][CH2:38][CH2:37][CH2:36][CH2:35][CH2:34][CH2:33][CH2:32][CH2:31][CH2:30][CH2:29][CH2:28][CH2:27][CH2:26][CH2:25][CH2:24][CH2:23][CH2:22][C:21](=[O:47])[NH:20][C@H:12]([C:13]([O:15][C:16]([CH3:19])([CH3:18])[CH3:17])=[O:14])[CH2:11][CH2:10][C:9](=[O:8])[NH:49][CH2:50][CH2:51][O:52][CH2:53][CH2:54][O:55][CH2:56][C:57](=[O:58])[NH:59][CH2:60][CH2:61][O:62][CH2:63][CH2:64][O:65][CH2:66][C:67]([OH:69])=[O:68])([CH3:46])([CH3:44])[CH3:45]. The yield is 0.960. (5) The reactants are [Si:1]([O:8][CH2:9][C:10]([CH2:27][O:28][Si:29]([C:32]([CH3:35])([CH3:34])[CH3:33])([CH3:31])[CH3:30])([CH2:17][CH:18]=[CH:19][C:20]1[CH:25]=[CH:24][CH:23]=[CH:22][C:21]=1[Cl:26])[CH2:11][C:12]#[C:13][C:14](=[O:16])[CH3:15])([C:4]([CH3:7])([CH3:6])[CH3:5])([CH3:3])[CH3:2].CCOCC.CCCCCC. The catalyst is ClC1C=CC=CC=1Cl. The product is [Si:1]([O:8][CH2:9][C:10]1([CH2:27][O:28][Si:29]([C:32]([CH3:35])([CH3:34])[CH3:33])([CH3:31])[CH3:30])[CH2:17][C:18]2=[CH:19][C:20]3[C:25]([C:13]([C:14](=[O:16])[CH3:15])=[C:12]2[CH2:11]1)=[CH:24][CH:23]=[CH:22][C:21]=3[Cl:26])([C:4]([CH3:5])([CH3:7])[CH3:6])([CH3:3])[CH3:2]. The yield is 0.920. (6) The reactants are [OH:1][C:2]1[C:3]([C:16](=[O:18])[CH3:17])=[N:4][N:5]([CH2:7][C:8]2[CH:13]=[CH:12][C:11]([O:14][CH3:15])=[CH:10][CH:9]=2)[CH:6]=1.[CH2:19]([N:26]1[CH2:31][CH2:30][C:29](=O)[CH2:28][CH2:27]1)[C:20]1[CH:25]=[CH:24][CH:23]=[CH:22][CH:21]=1.N1CCCC1. The catalyst is CO. The product is [CH2:19]([N:26]1[CH2:31][CH2:30][C:29]2([O:1][C:2]3[C:3](=[N:4][N:5]([CH2:7][C:8]4[CH:9]=[CH:10][C:11]([O:14][CH3:15])=[CH:12][CH:13]=4)[CH:6]=3)[C:16](=[O:18])[CH2:17]2)[CH2:28][CH2:27]1)[C:20]1[CH:25]=[CH:24][CH:23]=[CH:22][CH:21]=1. The yield is 0.720.